The task is: Regression. Given a peptide amino acid sequence and an MHC pseudo amino acid sequence, predict their binding affinity value. This is MHC class I binding data.. This data is from Peptide-MHC class I binding affinity with 185,985 pairs from IEDB/IMGT. (1) The peptide sequence is SSTCSAVTDR. The MHC is HLA-A03:01 with pseudo-sequence HLA-A03:01. The binding affinity (normalized) is 0.137. (2) The peptide sequence is VSMMSMYGK. The MHC is HLA-A31:01 with pseudo-sequence HLA-A31:01. The binding affinity (normalized) is 0.563. (3) The peptide sequence is HTNFESFTV. The MHC is HLA-A29:02 with pseudo-sequence HLA-A29:02. The binding affinity (normalized) is 0.138. (4) The binding affinity (normalized) is 0.653. The MHC is HLA-A02:01 with pseudo-sequence HLA-A02:01. The peptide sequence is KLADMSIYC. (5) The peptide sequence is SSVDEQIQWMY. The MHC is Mamu-A02 with pseudo-sequence Mamu-A02. The binding affinity (normalized) is 0.0581. (6) The peptide sequence is ISCQIYNAL. The MHC is BoLA-JSP.1 with pseudo-sequence BoLA-JSP.1. The binding affinity (normalized) is 0.236.